Dataset: Reaction yield outcomes from USPTO patents with 853,638 reactions. Task: Predict the reaction yield, written as a fraction of the theoretical maximum amount of product (1.0 means a 100% yield; for example, 0.34 means a 34% yield). (1) The reactants are [CH3:1][O:2][C:3]1[CH:22]=[C:21]([O:23][CH3:24])[CH:20]=[CH:19][C:4]=1[CH2:5][NH:6][C:7]1[C:8]2[C:9](=[C:13]([C:16]([OH:18])=O)[S:14][CH:15]=2)[N:10]=[CH:11][N:12]=1.F[P-](F)(F)(F)(F)F.N1(O[P+](N(C)C)(N(C)C)N(C)C)C2C=CC=CC=2N=N1.CN(C=O)C.N12CCCN=C1CCCCC2.[NH2:68][C:69]1[C:70]([F:83])=[C:71]([NH:76][S:77]([CH2:80][CH2:81][CH3:82])(=[O:79])=[O:78])[CH:72]=[CH:73][C:74]=1[F:75]. The catalyst is C(OCC)(=O)C. The product is [F:83][C:70]1[C:71]([NH:76][S:77]([CH2:80][CH2:81][CH3:82])(=[O:79])=[O:78])=[CH:72][CH:73]=[C:74]([F:75])[C:69]=1[NH:68][C:16]([C:13]1[S:14][CH:15]=[C:8]2[C:7]([NH:6][CH2:5][C:4]3[CH:19]=[CH:20][C:21]([O:23][CH3:24])=[CH:22][C:3]=3[O:2][CH3:1])=[N:12][CH:11]=[N:10][C:9]=12)=[O:18]. The yield is 0.240. (2) The reactants are Cl[C:2]1[N:7]=[C:6]([C:8]2[S:12][C:11]([C:13]([CH3:16])([CH3:15])[CH3:14])=[N:10][C:9]=2[C:17]2[C:18]([F:35])=[C:19]([NH:23][S:24]([C:27]3[CH:32]=[C:31]([F:33])[CH:30]=[CH:29][C:28]=3[F:34])(=[O:26])=[O:25])[CH:20]=[CH:21][CH:22]=2)[CH:5]=[CH:4][N:3]=1.[NH2:36][CH2:37][CH2:38][N:39]1[CH2:43][CH2:42][CH2:41][C:40]1=[O:44].CCN(C(C)C)C(C)C. The catalyst is CO.C(Cl)Cl. The product is [CH3:14][C:13]([C:11]1[S:12][C:8]([C:6]2[CH:5]=[CH:4][N:3]=[C:2]([NH:36][CH2:37][CH2:38][N:39]3[CH2:43][CH2:42][CH2:41][C:40]3=[O:44])[N:7]=2)=[C:9]([C:17]2[C:18]([F:35])=[C:19]([NH:23][S:24]([C:27]3[CH:32]=[C:31]([F:33])[CH:30]=[CH:29][C:28]=3[F:34])(=[O:26])=[O:25])[CH:20]=[CH:21][CH:22]=2)[N:10]=1)([CH3:16])[CH3:15]. The yield is 0.670. (3) The reactants are [H-].[Al+3].[Li+].[H-].[H-].[H-].C([O:9][C:10](=O)[C:11]1[CH:16]=[CH:15][C:14]([NH:17][S:18]([C:21]2[CH:26]=[CH:25][CH:24]=[C:23]([Cl:27])[C:22]=2[Cl:28])(=[O:20])=[O:19])=[C:13]([S:29](=[O:32])(=[O:31])[NH2:30])[CH:12]=1)C. The catalyst is C1COCC1. The product is [Cl:28][C:22]1[C:23]([Cl:27])=[CH:24][CH:25]=[CH:26][C:21]=1[S:18]([NH:17][C:14]1[CH:15]=[CH:16][C:11]([CH2:10][OH:9])=[CH:12][C:13]=1[S:29]([NH2:30])(=[O:32])=[O:31])(=[O:20])=[O:19]. The yield is 0.110. (4) The reactants are [CH2:1]([N:3]1[C:11]2[C:6](=[CH:7][CH:8]=[C:9]([O:12][CH3:13])[CH:10]=2)[C:5]([C:14]#[N:15])=[C:4]1I)[CH3:2].[F:17][C:18]1[CH:23]=[CH:22][C:21]([C:24]#[CH:25])=[CH:20][CH:19]=1.CN(C=O)C.CCN(CC)CC. The catalyst is O.[Pd](Cl)Cl.C1(P(C2C=CC=CC=2)C2C=CC=CC=2)C=CC=CC=1.C1(P(C2C=CC=CC=2)C2C=CC=CC=2)C=CC=CC=1.[Cu]I. The product is [CH2:1]([N:3]1[C:11]2[C:6](=[CH:7][CH:8]=[C:9]([O:12][CH3:13])[CH:10]=2)[C:5]([C:14]#[N:15])=[C:4]1[C:25]#[C:24][C:21]1[CH:22]=[CH:23][C:18]([F:17])=[CH:19][CH:20]=1)[CH3:2]. The yield is 0.820. (5) The reactants are [CH:1]1([N:7]2[CH2:12][CH2:11][CH2:10][CH2:9][C:8]2=[O:13])[CH2:6][CH2:5][CH2:4][CH2:3][CH2:2]1.C[Si]([N-][Si](C)(C)C)(C)C.[Li+].Br[CH2:25][C:26]1[C:31]([F:32])=[CH:30][CH:29]=[CH:28][C:27]=1[Cl:33]. The catalyst is C1COCC1. The product is [Cl:33][C:27]1[CH:28]=[CH:29][CH:30]=[C:31]([F:32])[C:26]=1[CH2:25][CH:9]1[CH2:10][CH2:11][CH2:12][N:7]([CH:1]2[CH2:2][CH2:3][CH2:4][CH2:5][CH2:6]2)[C:8]1=[O:13]. The yield is 0.590.